Regression. Given a peptide amino acid sequence and an MHC pseudo amino acid sequence, predict their binding affinity value. This is MHC class II binding data. From a dataset of Peptide-MHC class II binding affinity with 134,281 pairs from IEDB. The MHC is HLA-DQA10104-DQB10503 with pseudo-sequence HLA-DQA10104-DQB10503. The peptide sequence is PSVIPAARLFKAFIL. The binding affinity (normalized) is 0.327.